From a dataset of Forward reaction prediction with 1.9M reactions from USPTO patents (1976-2016). Predict the product of the given reaction. (1) Given the reactants Cl[CH2:2][CH2:3][CH2:4][C@H:5]1[CH2:9][CH2:8][C@@H:7]([C:10]2[CH:15]=[CH:14][C:13]([F:16])=[CH:12][CH:11]=2)[N:6]1[S:17]([C:20]1[CH:25]=[CH:24][C:23]([CH3:26])=[CH:22][CH:21]=1)(=[O:19])=[O:18].[NH:27]1[CH:31]=[CH:30][CH:29]=[N:28]1, predict the reaction product. The product is: [F:16][C:13]1[CH:14]=[CH:15][C:10]([C@H:7]2[N:6]([S:17]([C:20]3[CH:25]=[CH:24][C:23]([CH3:26])=[CH:22][CH:21]=3)(=[O:19])=[O:18])[C@@H:5]([CH2:4][CH2:3][CH2:2][N:27]3[CH:31]=[CH:30][CH:29]=[N:28]3)[CH2:9][CH2:8]2)=[CH:11][CH:12]=1. (2) Given the reactants [NH2:1][C:2]1[C:7]2[N:8]3[CH2:22][CH2:21][N:20]([CH3:23])[C:19](=[O:24])[C:9]3=[C:10]([O:11][CH2:12][C:13]3[CH:18]=[CH:17][CH:16]=[CH:15][CH:14]=3)[C:6]=2[C:5](=[O:25])[N:4]([CH2:26][C:27]2[CH:32]=[CH:31][C:30]([F:33])=[CH:29][CH:28]=2)[N:3]=1.C(N(C(C)C)CC)(C)C.[C:43](Cl)(=[O:45])[CH3:44], predict the reaction product. The product is: [CH2:12]([O:11][C:10]1[C:6]2[C:5](=[O:25])[N:4]([CH2:26][C:27]3[CH:32]=[CH:31][C:30]([F:33])=[CH:29][CH:28]=3)[N:3]=[C:2]([NH:1][C:43](=[O:45])[CH3:44])[C:7]=2[N:8]2[CH2:22][CH2:21][N:20]([CH3:23])[C:19](=[O:24])[C:9]=12)[C:13]1[CH:18]=[CH:17][CH:16]=[CH:15][CH:14]=1. (3) The product is: [C:1]([O:5][C:6]([N:8]1[CH2:13][CH2:12][CH:11]([CH2:14][CH2:15][CH2:16][CH2:17][C:18]2[CH:23]=[CH:22][C:21]([NH:24][S:34]([CH2:32][CH3:33])(=[O:36])=[O:35])=[CH:20][CH:19]=2)[CH2:10][CH2:9]1)=[O:7])([CH3:4])([CH3:2])[CH3:3]. Given the reactants [C:1]([O:5][C:6]([N:8]1[CH2:13][CH2:12][CH:11]([CH2:14][CH2:15][CH2:16][CH2:17][C:18]2[CH:23]=[CH:22][C:21]([NH2:24])=[CH:20][CH:19]=2)[CH2:10][CH2:9]1)=[O:7])([CH3:4])([CH3:3])[CH3:2].CCN(CC)CC.[CH2:32]([S:34](Cl)(=[O:36])=[O:35])[CH3:33], predict the reaction product.